This data is from Reaction yield outcomes from USPTO patents with 853,638 reactions. The task is: Predict the reaction yield, written as a fraction of the theoretical maximum amount of product (1.0 means a 100% yield; for example, 0.34 means a 34% yield). (1) The reactants are [Si]([O:8][CH2:9][C@@H:10]([CH3:25])[CH2:11][N:12]1[C:17]2[CH:18]=[C:19]([O:22][CH3:23])[CH:20]=[CH:21][C:16]=2[O:15][CH2:14][C:13]1=[O:24])(C(C)(C)C)(C)C.O.[F-].C([N+](CCCC)(CCCC)CCCC)CCC. The catalyst is CCCCCCC.CCOC(C)=O. The product is [OH:8][CH2:9][C@@H:10]([CH3:25])[CH2:11][N:12]1[C:17]2[CH:18]=[C:19]([O:22][CH3:23])[CH:20]=[CH:21][C:16]=2[O:15][CH2:14][C:13]1=[O:24]. The yield is 1.00. (2) The reactants are [H-].[Na+].[CH:3]([C:6]1[CH:11]=[CH:10][C:9]([CH:12]2[C:16]3[C:17]([CH3:24])=[C:18]([OH:23])[C:19]([CH3:22])=[C:20]([CH3:21])[C:15]=3[O:14][C:13]2([CH3:26])[CH3:25])=[CH:8][CH:7]=1)([CH3:5])[CH3:4].[CH2:27](Br)[C:28]1[CH:33]=[CH:32][CH:31]=[CH:30][CH:29]=1.O. The catalyst is CN(C)C=O. The product is [CH2:27]([O:23][C:18]1[C:19]([CH3:22])=[C:20]([CH3:21])[C:15]2[O:14][C:13]([CH3:26])([CH3:25])[CH:12]([C:9]3[CH:10]=[CH:11][C:6]([CH:3]([CH3:5])[CH3:4])=[CH:7][CH:8]=3)[C:16]=2[C:17]=1[CH3:24])[C:28]1[CH:33]=[CH:32][CH:31]=[CH:30][CH:29]=1. The yield is 0.600. (3) The reactants are C1(P(C2C=CC=CC=2)C2C=CC=CC=2)C=CC=CC=1.[C:20]([O:24][C:25]([N:27]1[CH2:32][CH2:31][CH:30]([OH:33])[CH2:29][CH2:28]1)=[O:26])([CH3:23])([CH3:22])[CH3:21].[CH2:34]([S:36][C:37]1[N:46]=[CH:45][C:44]2[C:39](=[CH:40][C:41](O)=[CH:42][CH:43]=2)[N:38]=1)[CH3:35]. The catalyst is C1COCC1. The product is [CH2:34]([S:36][C:37]1[N:46]=[CH:45][C:44]2[C:39](=[CH:40][C:41]([O:33][CH:30]3[CH2:31][CH2:32][N:27]([C:25]([O:24][C:20]([CH3:23])([CH3:21])[CH3:22])=[O:26])[CH2:28][CH2:29]3)=[CH:42][CH:43]=2)[N:38]=1)[CH3:35]. The yield is 0.900. (4) The reactants are C[O:2]/[CH:3]=[CH:4]/[CH:5]1[CH2:9][C:8]2[CH:10]=[C:11]([C:14]3[CH:21]=[CH:20][C:17]([C:18]#[N:19])=[CH:16][CH:15]=3)[CH:12]=[CH:13][C:7]=2[O:6]1.O.C1(C)C=CC(S(O)(=O)=O)=CC=1. The catalyst is CC(C)=O.C(Cl)Cl. The product is [O:2]=[CH:3][CH2:4][CH:5]1[CH2:9][C:8]2[CH:10]=[C:11]([C:14]3[CH:21]=[CH:20][C:17]([C:18]#[N:19])=[CH:16][CH:15]=3)[CH:12]=[CH:13][C:7]=2[O:6]1. The yield is 0.870. (5) The product is [C:1]([C:4]1[C:5](=[O:19])[N:6]([C:12]2[CH:17]=[CH:16][CH:15]=[CH:14][C:13]=2[Cl:18])[C:7]([CH3:11])=[CH:8][C:9]=1[O:10][CH2:26][C:27]1[CH:32]=[CH:31][CH:30]=[CH:29][CH:28]=1)(=[O:3])[CH3:2]. The reactants are [C:1]([C:4]1[C:5](=[O:19])[N:6]([C:12]2[CH:17]=[CH:16][CH:15]=[CH:14][C:13]=2[Cl:18])[C:7]([CH3:11])=[CH:8][C:9]=1[OH:10])(=[O:3])[CH3:2].C(=O)([O-])[O-].[K+].[K+].[CH2:26](Br)[C:27]1[CH:32]=[CH:31][CH:30]=[CH:29][CH:28]=1. The yield is 0.750. The catalyst is CN(C=O)C.